From a dataset of Reaction yield outcomes from USPTO patents with 853,638 reactions. Predict the reaction yield, written as a fraction of the theoretical maximum amount of product (1.0 means a 100% yield; for example, 0.34 means a 34% yield). The product is [CH:16]1([N:3]2[CH2:4][CH2:5][C:6]3[CH:11]=[C:10]([C:12]([O:14][CH3:15])=[O:13])[CH:9]=[CH:8][C:7]=3[CH2:1][CH2:2]2)[CH2:19][CH2:18][CH2:17]1. The reactants are [CH2:1]1[C:7]2[CH:8]=[CH:9][C:10]([C:12]([O:14][CH3:15])=[O:13])=[CH:11][C:6]=2[CH2:5][CH2:4][NH:3][CH2:2]1.[C:16]1(=O)[CH2:19][CH2:18][CH2:17]1.C(O[BH-](OC(=O)C)OC(=O)C)(=O)C.[Na+].C(N(CC)CC)C. The yield is 1.00. The catalyst is ClCCl.C(O)(=O)C.